Task: Predict the reaction yield, written as a fraction of the theoretical maximum amount of product (1.0 means a 100% yield; for example, 0.34 means a 34% yield).. Dataset: Reaction yield outcomes from USPTO patents with 853,638 reactions (1) The reactants are [CH3:1][N:2]([CH2:4][C@@H:5]1[CH2:10][CH2:9][CH2:8][CH2:7][C@H:6]1[C:11]1[CH:12]=[C:13]([OH:17])[CH:14]=[CH:15][CH:16]=1)[CH3:3].[C:18]([OH:25])(=[O:24])/[CH:19]=[CH:20]\[C:21]([OH:23])=[O:22]. The catalyst is C(OCC)(=O)C. The product is [C:18]([OH:25])(=[O:24])/[CH:19]=[CH:20]\[C:21]([OH:23])=[O:22].[CH3:3][N:2]([CH2:4][C@@H:5]1[CH2:10][CH2:9][CH2:8][CH2:7][C@H:6]1[C:11]1[CH:12]=[C:13]([OH:17])[CH:14]=[CH:15][CH:16]=1)[CH3:1]. The yield is 0.977. (2) The reactants are [F:1][C:2]1[CH:9]=[CH:8][C:5]([CH:6]=[O:7])=[CH:4][C:3]=1[O:10][CH3:11].[Br-:12].[K+].BrBr. The catalyst is O. The product is [Br:12][C:8]1[CH:9]=[C:2]([F:1])[C:3]([O:10][CH3:11])=[CH:4][C:5]=1[CH:6]=[O:7]. The yield is 0.920.